From a dataset of Reaction yield outcomes from USPTO patents with 853,638 reactions. Predict the reaction yield, written as a fraction of the theoretical maximum amount of product (1.0 means a 100% yield; for example, 0.34 means a 34% yield). (1) The reactants are [NH2:1][C:2]1[CH2:7][CH2:6][CH2:5][C:4](=[O:8])[CH:3]=1.C(O[CH:12]=[C:13]([C:19]([O:21][CH2:22][CH3:23])=[O:20])[C:14]([O:16][CH2:17][CH3:18])=[O:15])C. No catalyst specified. The product is [CH2:17]([O:16][C:14](=[O:15])[C:13](=[CH:12][NH:1][C:2]1[CH2:7][CH2:6][CH2:5][C:4](=[O:8])[CH:3]=1)[C:19]([O:21][CH2:22][CH3:23])=[O:20])[CH3:18]. The yield is 0.900. (2) The reactants are [OH:1][C:2]1[CH:7]=[CH:6][CH:5]=[CH:4][C:3]=1[NH:8][C:9]1[N:14]=[C:13]([C:15](OCC)=[O:16])[C:12]([N+:20]([O-])=O)=[C:11]([NH:23][C:24]2[CH:29]=[CH:28][CH:27]=[CH:26][C:25]=2[O:30][CH3:31])[N:10]=1.ClC1N=C([C:39](OCC)=[O:40])C([N+]([O-])=O)=C(NC2C=CC=CC=2OC)N=1.[NH2:56]C1C=CC=CC=1O.C(N(CC)C(C)C)(C)C. The catalyst is CN(C=O)C. The product is [OH:1][C:2]1[CH:7]=[CH:6][CH:5]=[CH:4][C:3]=1[NH:8][C:9]1[N:10]=[C:11]2[C:12]([NH:20][C:39](=[O:40])[N:23]2[C:24]2[CH:29]=[CH:28][CH:27]=[CH:26][C:25]=2[O:30][CH3:31])=[C:13]([C:15]([NH2:56])=[O:16])[N:14]=1. The yield is 1.00. (3) The reactants are [OH:1][C:2]1[CH:12]=[CH:11][C:5]([C:6]([O:8]CC)=[O:7])=[CH:4][CH:3]=1.Br[CH2:14][CH2:15][CH2:16][CH2:17][CH2:18][O:19][CH:20]=[CH2:21].C(=O)([O-])[O-].[K+].[K+].CN(C)C(=O)C. The catalyst is O. The product is [CH:20]([O:19][CH2:18][CH2:17][CH2:16][CH2:15][CH2:14][O:1][C:2]1[CH:3]=[CH:4][C:5]([C:6]([OH:8])=[O:7])=[CH:11][CH:12]=1)=[CH2:21]. The yield is 0.900. (4) The catalyst is CC#N. The reactants are [Cl:1][C:2]1[CH:7]=[C:6]([Cl:8])[C:5]([Cl:9])=[CH:4][C:3]=1[NH:10]N=C1CCCCC1=O.OS(O)(=O)=O.[C:24]([O-:27])(O)=O.[Na+]. The product is [Cl:9][C:5]1[C:6]([Cl:8])=[CH:7][C:2]([Cl:1])=[C:3]2[C:4]=1[C:2]1[CH2:3][CH2:4][CH2:5][C:24](=[O:27])[C:7]=1[NH:10]2. The yield is 0.350. (5) The reactants are [S:1]1[C:9]2[C:4](=[N:5][CH:6]=[CH:7][CH:8]=2)[N:3]=[C:2]1[O:10][C:11]1[CH:16]=[CH:15][C:14]([CH2:17][CH2:18][OH:19])=[CH:13][CH:12]=1.C(N(CC)C(C)C)(C)C.[CH3:29][S:30](O[S:30]([CH3:29])(=[O:32])=[O:31])(=[O:32])=[O:31]. The catalyst is CN(C)C1C=CN=CC=1.C(Cl)Cl. The product is [CH3:29][S:30]([O:19][CH2:18][CH2:17][C:14]1[CH:15]=[CH:16][C:11]([O:10][C:2]2[S:1][C:9]3[C:4]([N:3]=2)=[N:5][CH:6]=[CH:7][CH:8]=3)=[CH:12][CH:13]=1)(=[O:32])=[O:31]. The yield is 0.910. (6) The catalyst is C1(C)C=CC=CC=1.ClCCl. The yield is 0.820. The reactants are [CH2:1]=[C:2]([C:4]1[CH:12]=[CH:11][C:7]([C:8]([OH:10])=O)=[CH:6][CH:5]=1)[CH3:3].C(Cl)(=O)C(Cl)=O.[CH2:19]([N:21]1[C:29]2[CH:28]=[C:27]([NH2:30])[N:26]=[CH:25][C:24]=2[C:23]([CH3:31])=[CH:22]1)[CH3:20]. The product is [CH2:19]([N:21]1[C:29]2[CH:28]=[C:27]([NH:30][C:8](=[O:10])[C:7]3[CH:6]=[CH:5][C:4]([C:2]([CH3:3])=[CH2:1])=[CH:12][CH:11]=3)[N:26]=[CH:25][C:24]=2[C:23]([CH3:31])=[CH:22]1)[CH3:20]. (7) The reactants are [Br:1][C:2]1[CH:3]=[CH:4][C:5]2[N:6]([N:8]=[C:9]([NH2:11])[N:10]=2)[CH:7]=1.[C:12](O[C:12]([O:14][C:15]([CH3:18])([CH3:17])[CH3:16])=[O:13])([O:14][C:15]([CH3:18])([CH3:17])[CH3:16])=[O:13]. The catalyst is CN(C1C=CN=CC=1)C.C1COCC1. The product is [Br:1][C:2]1[CH:3]=[CH:4][C:5]2[N:6]([N:8]=[C:9]([N:11]([C:12]([O:14][C:15]([CH3:18])([CH3:17])[CH3:16])=[O:13])[C:12]([O:14][C:15]([CH3:18])([CH3:17])[CH3:16])=[O:13])[N:10]=2)[CH:7]=1. The yield is 0.430. (8) The reactants are C([O:3][C:4]([C:6]1[CH:7]=[C:8]2[C:13](=[CH:14][CH:15]=1)[NH:12][CH:11]([C:16]1[CH:21]=[C:20]([N:22]3[CH2:27][CH2:26][O:25][CH2:24][CH2:23]3)[C:19]([F:28])=[CH:18][CH:17]=1)[C:10]([CH3:30])([CH3:29])[CH2:9]2)=[O:5])C.O.[OH-].[Li+].O.Cl. The catalyst is O1CCCC1. The product is [F:28][C:19]1[CH:18]=[CH:17][C:16]([CH:11]2[C:10]([CH3:29])([CH3:30])[CH2:9][C:8]3[C:13](=[CH:14][CH:15]=[C:6]([C:4]([OH:5])=[O:3])[CH:7]=3)[NH:12]2)=[CH:21][C:20]=1[N:22]1[CH2:27][CH2:26][O:25][CH2:24][CH2:23]1. The yield is 0.570. (9) The reactants are [F:1][C:2]1[CH:7]=[C:6]([F:8])[CH:5]=[CH:4][C:3]=1[NH2:9].N1C=CC=CC=1.Cl[C:17]([O:19][CH2:20][C:21]1[CH:26]=[CH:25][CH:24]=[CH:23][CH:22]=1)=[O:18]. The catalyst is ClCCl. The product is [CH2:20]([O:19][C:17](=[O:18])[NH:9][C:3]1[CH:4]=[CH:5][C:6]([F:8])=[CH:7][C:2]=1[F:1])[C:21]1[CH:26]=[CH:25][CH:24]=[CH:23][CH:22]=1. The yield is 0.850. (10) The product is [NH:14]1[C:15]2[C:11](=[CH:10][C:9]([N:3]3[CH2:4][CH2:5][CH2:6][CH2:7][CH2:8][C:2]3=[O:1])=[CH:17][CH:16]=2)[CH2:12][CH2:13]1. The catalyst is O1CCOCC1. The reactants are [O:1]=[C:2]1[CH2:8][CH2:7][CH2:6][CH2:5][CH2:4][N:3]1[C:9]1[CH:10]=[C:11]2[C:15](=[CH:16][CH:17]=1)[N:14](C(OC(C)(C)C)=O)[CH2:13][CH2:12]2.BrCCCCCC(Cl)=O.Cl. The yield is 1.00.